From a dataset of Forward reaction prediction with 1.9M reactions from USPTO patents (1976-2016). Predict the product of the given reaction. (1) The product is: [Br:9][C:10]1[C:11]([CH:19]([C:18]2[CH:21]=[CH:22][CH:23]=[CH:24][C:17]=2[Cl:16])[OH:20])=[N:12][CH:13]=[N:14][CH:15]=1. Given the reactants C([N-]C(C)C)(C)C.[Li+].[Br:9][C:10]1[CH:11]=[N:12][CH:13]=[N:14][CH:15]=1.[Cl:16][C:17]1[CH:24]=[CH:23][CH:22]=[CH:21][C:18]=1[CH:19]=[O:20], predict the reaction product. (2) The product is: [CH3:41][N:40]1[C:1]([CH:3]2[CH2:8][CH2:7][NH:6][CH2:5][CH2:4]2)=[C:23]([C:34]2[CH:35]=[CH:36][CH:37]=[CH:38][CH:39]=2)[N:21]=[CH:22]1. Given the reactants [CH:1]([CH:3]1[CH2:8][CH2:7][N:6](C(OCC2C=CC=CC=2)=O)[CH2:5][CH2:4]1)=O.CN.[N+:21]([CH:23]([C:34]1[CH:39]=[CH:38][CH:37]=[CH:36][CH:35]=1)S(C1C=CC(C)=CC=1)(=O)=O)#[C-:22].[NH:40]1CCNC[CH2:41]1, predict the reaction product. (3) The product is: [Cl:1][C:2]1[CH:3]=[CH:4][C:5]([O:17][CH2:18][C:19]2[CH:24]=[CH:23][CH:22]=[CH:21][CH:20]=2)=[C:6]([C:8]2[CH:13]=[CH:12][CH:11]=[CH:10][C:9]=2[C:26]2[N:31]=[C:30]([C:32]([O:34][CH2:35][CH3:36])=[O:33])[CH:29]=[CH:28][CH:27]=2)[CH:7]=1. Given the reactants [Cl:1][C:2]1[CH:3]=[CH:4][C:5]([O:17][CH2:18][C:19]2[CH:24]=[CH:23][CH:22]=[CH:21][CH:20]=2)=[C:6]([C:8]2[CH:13]=[CH:12][CH:11]=[CH:10][C:9]=2B(O)O)[CH:7]=1.Br[C:26]1[N:31]=[C:30]([C:32]([O:34][CH2:35][CH3:36])=[O:33])[CH:29]=[CH:28][CH:27]=1.C(=O)([O-])[O-].[K+].[K+], predict the reaction product. (4) Given the reactants [OH:1][C:2]1[CH:11]=[CH:10][CH:9]=[C:8]2[C:3]=1[CH:4]=[CH:5][N:6]=[CH:7]2.[Br:12][C:13]1[CH:14]=[N:15][CH:16]=[C:17](Br)[CH:18]=1.C(=O)([O-])[O-].[K+].[K+], predict the reaction product. The product is: [Br:12][C:13]1[CH:18]=[C:17]([O:1][C:2]2[CH:11]=[CH:10][CH:9]=[C:8]3[C:3]=2[CH:4]=[CH:5][N:6]=[CH:7]3)[CH:16]=[N:15][CH:14]=1. (5) Given the reactants [N:1]1([CH2:7][CH2:8][NH:9][C:10](=[O:23])[C:11]2[CH:16]=[CH:15][C:14]([N+:17]([O-])=O)=[C:13]([N+:20]([O-])=O)[CH:12]=2)[CH2:6][CH2:5][O:4][CH2:3][CH2:2]1, predict the reaction product. The product is: [NH2:20][C:13]1[CH:12]=[C:11]([CH:16]=[CH:15][C:14]=1[NH2:17])[C:10]([NH:9][CH2:8][CH2:7][N:1]1[CH2:6][CH2:5][O:4][CH2:3][CH2:2]1)=[O:23]. (6) Given the reactants [BH4-].[Na+].[NH2:3][C:4]([NH:6][C:7]1[NH:8][C:9]2[C:14]([C:15]=1[C:16]([NH2:18])=[O:17])=[CH:13][CH:12]=[C:11]([C:19]1[CH:24]=[CH:23][CH:22]=[C:21]([CH:25]=[O:26])[CH:20]=1)[CH:10]=2)=[O:5], predict the reaction product. The product is: [NH2:3][C:4]([NH:6][C:7]1[NH:8][C:9]2[C:14]([C:15]=1[C:16]([NH2:18])=[O:17])=[CH:13][CH:12]=[C:11]([C:19]1[CH:24]=[CH:23][CH:22]=[C:21]([CH2:25][OH:26])[CH:20]=1)[CH:10]=2)=[O:5]. (7) Given the reactants [C:1]([O:5][C:6]([C:8]1[S:9][C:10](Br)=[CH:11][C:12]=1[NH:13][S:14]([C:17]1[C:18]([CH3:23])=[CH:19][CH:20]=[CH:21][CH:22]=1)(=[O:16])=[O:15])=[O:7])([CH3:4])([CH3:3])[CH3:2].[S:25]1[C:29]2[CH:30]=[CH:31][CH:32]=[CH:33][C:28]=2[CH:27]=[C:26]1B(O)O.C1(C)C(S(NC2C=C(C3C=CC(C)=CC=3)SC=2C(O)=O)(=O)=O)=CC=CC=1, predict the reaction product. The product is: [C:1]([O:5][C:6]([C:8]1[S:9][C:10]([C:26]2[S:25][C:29]3[CH:30]=[CH:31][CH:32]=[CH:33][C:28]=3[CH:27]=2)=[CH:11][C:12]=1[NH:13][S:14]([C:17]1[C:18]([CH3:23])=[CH:19][CH:20]=[CH:21][CH:22]=1)(=[O:16])=[O:15])=[O:7])([CH3:4])([CH3:3])[CH3:2]. (8) Given the reactants [CH3:1][O:2][C:3]1[CH:4]=[C:5]2[C:10](=[CH:11][C:12]=1[O:13][CH3:14])[N:9]=[CH:8][CH:7]=[C:6]2[O:15][C:16]1[C:25]([F:26])=[CH:24][C:19]2[N:20]=[C:21]([NH2:23])[S:22][C:18]=2[CH:17]=1.CCN(CC)CC.[C:34]1([CH2:40][C:41](Cl)=[O:42])[CH:39]=[CH:38][CH:37]=[CH:36][CH:35]=1.C1COCC1, predict the reaction product. The product is: [CH3:1][O:2][C:3]1[CH:4]=[C:5]2[C:10](=[CH:11][C:12]=1[O:13][CH3:14])[N:9]=[CH:8][CH:7]=[C:6]2[O:15][C:16]1[C:25]([F:26])=[CH:24][C:19]2[N:20]=[C:21]([NH:23][C:41](=[O:42])[CH2:40][C:34]3[CH:39]=[CH:38][CH:37]=[CH:36][CH:35]=3)[S:22][C:18]=2[CH:17]=1. (9) Given the reactants [Br:1][C:2]1[CH:3]=[CH:4][C:5]([OH:21])=[C:6]([NH:8][C:9](=O)[C:10]2[CH:15]=[CH:14][C:13]([C:16]([F:19])([F:18])[F:17])=[CH:12][CH:11]=2)[CH:7]=1.P(Cl)(Cl)(Cl)=O, predict the reaction product. The product is: [Br:1][C:2]1[CH:3]=[CH:4][C:5]2[O:21][C:9]([C:10]3[CH:11]=[CH:12][C:13]([C:16]([F:17])([F:18])[F:19])=[CH:14][CH:15]=3)=[N:8][C:6]=2[CH:7]=1. (10) The product is: [O:61]=[C:52]1[C:53]2[C:58](=[CH:57][CH:56]=[CH:55][CH:54]=2)[C:59](=[O:60])[N:51]1[CH2:50][C@@H:49]([NH:48][C:12]([C:9]1[O:8][C:7]([C:6]2[N:2]([CH3:1])[N:3]=[CH:4][CH:5]=2)=[N:11][CH:10]=1)=[O:14])[CH2:62][C:63]1[CH:68]=[CH:67][CH:66]=[C:65]([F:69])[CH:64]=1. Given the reactants [CH3:1][N:2]1[C:6]([C:7]2[O:8][C:9]([C:12]([OH:14])=O)=[CH:10][N:11]=2)=[CH:5][CH:4]=[N:3]1.C1CN([P+](Br)(N2CCCC2)N2CCCC2)CC1.F[P-](F)(F)(F)(F)F.CCN(C(C)C)C(C)C.[NH2:48][C@@H:49]([CH2:62][C:63]1[CH:68]=[CH:67][CH:66]=[C:65]([F:69])[CH:64]=1)[CH2:50][N:51]1[C:59](=[O:60])[C:58]2[C:53](=[CH:54][CH:55]=[CH:56][CH:57]=2)[C:52]1=[O:61], predict the reaction product.